From a dataset of Catalyst prediction with 721,799 reactions and 888 catalyst types from USPTO. Predict which catalyst facilitates the given reaction. (1) Reactant: Cl[CH2:2][C:3]1[C:8]([CH3:9])=[CH:7][CH:6]=[CH:5][C:4]=1[CH3:10].[NH2:11][NH:12][C:13](=[O:16])[O:14][CH3:15].C([O-])([O-])=O.[K+].[K+]. Product: [CH3:10][C:4]1[CH:5]=[CH:6][CH:7]=[C:8]([CH3:9])[C:3]=1[CH2:2][NH:11][NH:12][C:13](=[O:16])[O:14][CH3:15]. The catalyst class is: 9. (2) Reactant: Cl.[OH:2][C:3]1[CH:4]=[C:5]2[C:10](=[CH:11][CH:12]=1)[CH2:9][NH:8][CH2:7][CH2:6]2.C(N(CC)CC)C.[C:20](O[C:20]([O:22][C:23]([CH3:26])([CH3:25])[CH3:24])=[O:21])([O:22][C:23]([CH3:26])([CH3:25])[CH3:24])=[O:21].C(OCC)(=O)C. Product: [C:23]([O:22][C:20]([N:8]1[CH2:7][CH2:6][C:5]2[C:10](=[CH:11][CH:12]=[C:3]([OH:2])[CH:4]=2)[CH2:9]1)=[O:21])([CH3:26])([CH3:25])[CH3:24]. The catalyst class is: 5.